From a dataset of Forward reaction prediction with 1.9M reactions from USPTO patents (1976-2016). Predict the product of the given reaction. (1) Given the reactants [CH3:1][C:2]([CH3:21])([CH3:20])[C:3]([C:5]1[C:13]2[C:8](=[CH:9][C:10]([O:14][CH3:15])=[CH:11][CH:12]=2)[N:7]([CH2:16][C:17](O)=[O:18])[N:6]=1)=[O:4].[CH:22]1[CH:23]=[CH:24][C:25]2N(O)N=N[C:26]=2[CH:27]=1.[CH2:32]([NH:34][CH:35]1CCCCC1)[CH3:33].CCN(C(C)C)C(C)C, predict the reaction product. The product is: [CH:26]1([CH2:35][N:34]([CH2:32][CH3:33])[C:17](=[O:18])[CH2:16][N:7]2[C:8]3[C:13](=[CH:12][CH:11]=[C:10]([O:14][CH3:15])[CH:9]=3)[C:5]([C:3](=[O:4])[C:2]([CH3:20])([CH3:1])[CH3:21])=[N:6]2)[CH2:25][CH2:24][CH2:23][CH2:22][CH2:27]1. (2) Given the reactants [Cl:1][C:2]1[CH:14]=[CH:13][C:12]([C@H:15]2[C@H:20]([O:21][CH2:22][C:23]3[CH:28]=[CH:27][CH:26]=[CH:25][CH:24]=3)[C@@H:19]([O:29][CH2:30][C:31]3[CH:36]=[CH:35][CH:34]=[CH:33][CH:32]=3)[C@H:18]([O:37][CH2:38][C:39]3[CH:44]=[CH:43][CH:42]=[CH:41][CH:40]=3)[C@@H:17]([CH2:45][O:46][CH2:47][C:48]3[CH:53]=[CH:52][CH:51]=[CH:50][CH:49]=3)[O:16]2)=[CH:11][C:3]=1[CH2:4][C:5]1[S:9][C:8](N)=[N:7][N:6]=1.N([O-])=O.[Na+].[ClH:58], predict the reaction product. The product is: [Cl:58][C:8]1[S:9][C:5]([CH2:4][C:3]2[CH:11]=[C:12]([C@H:15]3[C@H:20]([O:21][CH2:22][C:23]4[CH:24]=[CH:25][CH:26]=[CH:27][CH:28]=4)[C@@H:19]([O:29][CH2:30][C:31]4[CH:36]=[CH:35][CH:34]=[CH:33][CH:32]=4)[C@H:18]([O:37][CH2:38][C:39]4[CH:44]=[CH:43][CH:42]=[CH:41][CH:40]=4)[C@@H:17]([CH2:45][O:46][CH2:47][C:48]4[CH:49]=[CH:50][CH:51]=[CH:52][CH:53]=4)[O:16]3)[CH:13]=[CH:14][C:2]=2[Cl:1])=[N:6][N:7]=1. (3) Given the reactants [CH3:1][O:2][C:3](=[O:22])[C:4]1[CH:9]=[CH:8][C:7]([C:10]2[CH:15]=[CH:14][C:13]([C:16]([F:19])([F:18])[F:17])=[CH:12][CH:11]=2)=[N:6][C:5]=1[CH2:20]Br.Cl.[CH3:24][NH:25][CH3:26].C(N(CC)CC)C, predict the reaction product. The product is: [CH3:1][O:2][C:3](=[O:22])[C:4]1[CH:9]=[CH:8][C:7]([C:10]2[CH:15]=[CH:14][C:13]([C:16]([F:19])([F:18])[F:17])=[CH:12][CH:11]=2)=[N:6][C:5]=1[CH2:20][N:25]([CH3:26])[CH3:24]. (4) Given the reactants C(OC([N:8]1[CH2:13][CH2:12][CH:11]([S:14]([CH2:17][C:18]2[CH:23]=[CH:22][CH:21]=[CH:20][C:19]=2[F:24])(=[O:16])=[O:15])[CH2:10][CH2:9]1)=O)(C)(C)C.[ClH:25].C(OCC)(=O)C, predict the reaction product. The product is: [ClH:25].[F:24][C:19]1[CH:20]=[CH:21][CH:22]=[CH:23][C:18]=1[CH2:17][S:14]([CH:11]1[CH2:10][CH2:9][NH:8][CH2:13][CH2:12]1)(=[O:15])=[O:16]. (5) Given the reactants [NH2:1][CH:2]1[CH2:6][CH2:5][N:4]([CH2:7][C:8]2[CH:13]=[CH:12][CH:11]=[CH:10][CH:9]=2)[CH2:3]1.Br[C:15]1[CH:16]=[C:17]2[C:21](=[C:22]([CH3:24])[CH:23]=1)[C:20](=[O:25])[N:19]([CH2:26][C:27]1[CH:32]=[CH:31][C:30]([O:33][C:34]([F:37])([F:36])[F:35])=[CH:29][CH:28]=1)[CH2:18]2.CC([O-])(C)C.[Na+].C1C=CC(P(C2C(C3C(P(C4C=CC=CC=4)C4C=CC=CC=4)=CC=C4C=3C=CC=C4)=C3C(C=CC=C3)=CC=2)C2C=CC=CC=2)=CC=1, predict the reaction product. The product is: [CH2:7]([N:4]1[CH2:5][CH2:6][CH:2]([NH:1][C:15]2[CH:16]=[C:17]3[C:21](=[C:22]([CH3:24])[CH:23]=2)[C:20](=[O:25])[N:19]([CH2:26][C:27]2[CH:32]=[CH:31][C:30]([O:33][C:34]([F:37])([F:36])[F:35])=[CH:29][CH:28]=2)[CH2:18]3)[CH2:3]1)[C:8]1[CH:13]=[CH:12][CH:11]=[CH:10][CH:9]=1.